From a dataset of Full USPTO retrosynthesis dataset with 1.9M reactions from patents (1976-2016). Predict the reactants needed to synthesize the given product. (1) Given the product [OH:26][CH2:27][C:28]([NH:31][S:32]([C:35]1[S:39][C:38]([C:2]#[C:1][C:3]2[CH:4]=[N:5][N:6]3[C:11]([C:12]([F:14])([F:13])[F:15])=[CH:10][C:9]([C:16]4[CH:21]=[CH:20][C:19]([C:22]([F:25])([F:24])[F:23])=[CH:18][CH:17]=4)=[N:8][C:7]=23)=[N:37][C:36]=1[CH3:41])(=[O:34])=[O:33])([CH3:30])[CH3:29], predict the reactants needed to synthesize it. The reactants are: [C:1]([C:3]1[CH:4]=[N:5][N:6]2[C:11]([C:12]([F:15])([F:14])[F:13])=[CH:10][C:9]([C:16]3[CH:21]=[CH:20][C:19]([C:22]([F:25])([F:24])[F:23])=[CH:18][CH:17]=3)=[N:8][C:7]=12)#[CH:2].[OH:26][CH2:27][C:28]([NH:31][S:32]([C:35]1[S:39][C:38](Cl)=[N:37][C:36]=1[CH3:41])(=[O:34])=[O:33])([CH3:30])[CH3:29]. (2) Given the product [F:1][C:2]([F:7])([F:6])[CH2:3][CH2:4][C:29]#[C:30][C:31]1[CH:36]=[CH:35][CH:34]=[CH:33][CH:32]=1, predict the reactants needed to synthesize it. The reactants are: [F:1][C:2]([F:7])([F:6])[CH2:3][CH2:4]I.O1C=CC=C1P(C1OC=CC=1)C1OC=CC=1.C([Sn](CCCC)(CCCC)[C:29]#[C:30][C:31]1[CH:36]=[CH:35][CH:34]=[CH:33][CH:32]=1)CCC. (3) Given the product [CH2:1]([O:3][C:4](=[O:16])[CH2:5][N:6]1[C:14]2[C:9](=[CH:10][CH:11]=[C:12]([O:15][CH2:24][C:23]3[N:19]([CH:18]([F:37])[F:17])[N:20]=[C:21]([C:26]4[CH:27]=[CH:28][C:29]([O:32][C:33]([F:35])([F:34])[F:36])=[CH:30][CH:31]=4)[CH:22]=3)[CH:13]=2)[CH:8]=[CH:7]1)[CH3:2], predict the reactants needed to synthesize it. The reactants are: [CH2:1]([O:3][C:4](=[O:16])[CH2:5][N:6]1[C:14]2[C:9](=[CH:10][CH:11]=[C:12]([OH:15])[CH:13]=2)[CH:8]=[CH:7]1)[CH3:2].[F:17][CH:18]([F:37])[N:19]1[C:23]([CH2:24]O)=[CH:22][C:21]([C:26]2[CH:31]=[CH:30][C:29]([O:32][C:33]([F:36])([F:35])[F:34])=[CH:28][CH:27]=2)=[N:20]1.CN(C)C(N=NC(N(C)C)=O)=O.C(P(CCCC)CCCC)CCC. (4) Given the product [O:20]=[S:17]1(=[O:21])[CH2:18][CH2:19][CH:14]([C:5]2[C:4]3[C:8](=[C:9]([C:11]([NH2:13])=[O:12])[CH:10]=[C:2]([C:28]4[S:27][C:26]([CH2:25][CH2:24][C:23]([CH3:40])([O:41][Si:42]([CH2:47][CH3:48])([CH2:43][CH3:44])[CH2:45][CH3:46])[CH3:22])=[CH:30][CH:29]=4)[CH:3]=3)[NH:7][CH:6]=2)[CH2:15][CH2:16]1, predict the reactants needed to synthesize it. The reactants are: Br[C:2]1[CH:3]=[C:4]2[C:8](=[C:9]([C:11]([NH2:13])=[O:12])[CH:10]=1)[NH:7][CH:6]=[C:5]2[CH:14]1[CH2:19][CH2:18][S:17](=[O:21])(=[O:20])[CH2:16][CH2:15]1.[CH3:22][C:23]([O:41][Si:42]([CH2:47][CH3:48])([CH2:45][CH3:46])[CH2:43][CH3:44])([CH3:40])[CH2:24][CH2:25][C:26]1[S:27][C:28](B2OC(C)(C)C(C)(C)O2)=[CH:29][CH:30]=1.C(=O)([O-])[O-].[K+].[K+].O. (5) Given the product [F:51][C:52]1[C:61]2[C:56](=[CH:57][CH:58]=[CH:59][CH:60]=2)[C:55]([C:19]([NH:18][CH:3]([CH2:4][C:5]2[CH:10]=[CH:9][CH:8]=[C:7]([O:11][C:12]([F:17])([F:16])[CH:13]([F:14])[F:15])[CH:6]=2)[CH:2]([OH:1])[C:26]2[CH:27]=[CH:28][C:29]([O:32][C:33]3[CH:34]=[N:35][CH:36]=[CH:37][CH:38]=3)=[CH:30][CH:31]=2)=[O:20])=[CH:54][CH:53]=1, predict the reactants needed to synthesize it. The reactants are: [OH:1][CH:2]([C:26]1[CH:31]=[CH:30][C:29]([O:32][C:33]2[CH:34]=[N:35][CH:36]=[CH:37][CH:38]=2)=[CH:28][CH:27]=1)[CH:3]([NH:18][C:19](=O)[O:20]C(C)(C)C)[CH2:4][C:5]1[CH:10]=[CH:9][CH:8]=[C:7]([O:11][C:12]([F:17])([F:16])[CH:13]([F:15])[F:14])[CH:6]=1.FC(F)(F)C(O)=O.C(=O)([O-])O.[Na+].[F:51][C:52]1[C:61]2[C:56](=[CH:57][CH:58]=[CH:59][CH:60]=2)[C:55](C(O)=O)=[CH:54][CH:53]=1.Cl.C(N=C=NCCCN(C)C)C.O.ON1C2C=CC=CC=2N=N1.